Dataset: Peptide-MHC class II binding affinity with 134,281 pairs from IEDB. Task: Regression. Given a peptide amino acid sequence and an MHC pseudo amino acid sequence, predict their binding affinity value. This is MHC class II binding data. (1) The peptide sequence is GELQSVDKIDAAFKI. The MHC is DRB3_0101 with pseudo-sequence DRB3_0101. The binding affinity (normalized) is 0.637. (2) The peptide sequence is EKKYFAATQFEMLAA. The MHC is HLA-DPA10201-DPB11401 with pseudo-sequence HLA-DPA10201-DPB11401. The binding affinity (normalized) is 0.819. (3) The peptide sequence is DYVLLGVAAAVVIGL. The MHC is HLA-DPA10103-DPB10401 with pseudo-sequence HLA-DPA10103-DPB10401. The binding affinity (normalized) is 0. (4) The peptide sequence is ECDVKTTEVVGNVIL. The MHC is DRB1_0101 with pseudo-sequence DRB1_0101. The binding affinity (normalized) is 0.400. (5) The peptide sequence is SQDWELSWNLNGLQAY. The MHC is HLA-DQA10301-DQB10302 with pseudo-sequence HLA-DQA10301-DQB10302. The binding affinity (normalized) is 0.406. (6) The peptide sequence is LSKDGCTSAKGPDYK. The MHC is H-2-IAb with pseudo-sequence H-2-IAb. The binding affinity (normalized) is 0.0256.